From a dataset of Forward reaction prediction with 1.9M reactions from USPTO patents (1976-2016). Predict the product of the given reaction. The product is: [OH:11][CH:10]=[C:7]([C:1]1[CH:6]=[CH:5][CH:4]=[CH:3][CH:2]=1)[C:8]#[N:9]. Given the reactants [C:1]1([CH2:7][C:8]#[N:9])[CH:6]=[CH:5][CH:4]=[CH:3][CH:2]=1.[CH:10](OC)=[O:11].[H-].[Na+], predict the reaction product.